This data is from Full USPTO retrosynthesis dataset with 1.9M reactions from patents (1976-2016). The task is: Predict the reactants needed to synthesize the given product. (1) Given the product [C:39]([OH:47])(=[O:38])[C:40]1[CH:45]=[CH:44][CH:43]=[CH:42][CH:41]=1, predict the reactants needed to synthesize it. The reactants are: CN1C2C(=CC(NS(C(F)(F)F)(=O)=O)=CC=2)C=C1C(O)=O.C1C=CC2N(O)N=NC=2C=1.C(Cl)CCl.C([O:38][C:39](=[O:47])[C:40]1[CH:45]=[CH:44][CH:43]=[C:42](N)[CH:41]=1)C. (2) Given the product [I:14][C:2]1[CH:7]=[CH:6][C:5]([O:8][CH3:9])=[CH:4][C:3]=1[C:10]([F:13])([F:12])[F:11], predict the reactants needed to synthesize it. The reactants are: Br[C:2]1[CH:7]=[CH:6][C:5]([O:8][CH3:9])=[CH:4][C:3]=1[C:10]([F:13])([F:12])[F:11].[I-:14].[Na+].CN[C@@H]1CCCC[C@H]1NC. (3) Given the product [Br:7][C:8]1[CH:9]=[C:10]([CH:13]=[CH:14][C:15]=1[O:16][CH2:18][CH3:19])[C:11]#[N:12], predict the reactants needed to synthesize it. The reactants are: C(=O)([O-])[O-].[K+].[K+].[Br:7][C:8]1[CH:9]=[C:10]([CH:13]=[CH:14][C:15]=1[OH:16])[C:11]#[N:12].I[CH2:18][CH3:19].O. (4) The reactants are: [N:1]1[C:2]([CH:10]=O)=[CH:3][N:4]2[CH:9]=[CH:8][CH:7]=[CH:6][C:5]=12.[NH2:12][C@@H:13]1[CH2:18][CH2:17][C@H:16]([N:19]2[C:24](=[O:25])[C:23]3[CH:26]=[C:27]([F:30])[CH:28]=[N:29][C:22]=3[N:21]([C:31]3[CH:32]=[C:33]([C:37]4[CH:42]=[CH:41][C:40]([CH2:43][N:44]([CH3:46])[CH3:45])=[CH:39][CH:38]=4)[CH:34]=[CH:35][CH:36]=3)[C:20]2=[O:47])[CH2:15][CH2:14]1.C(O[BH-](OC(=O)C)OC(=O)C)(=O)C.[Na+]. Given the product [CH3:46][N:44]([CH2:43][C:40]1[CH:41]=[CH:42][C:37]([C:33]2[CH:34]=[CH:35][CH:36]=[C:31]([N:21]3[C:22]4[N:29]=[CH:28][C:27]([F:30])=[CH:26][C:23]=4[C:24](=[O:25])[N:19]([C@H:16]4[CH2:17][CH2:18][C@@H:13]([NH:12][CH2:10][C:2]5[N:1]=[C:5]6[CH:6]=[CH:7][CH:8]=[CH:9][N:4]6[CH:3]=5)[CH2:14][CH2:15]4)[C:20]3=[O:47])[CH:32]=2)=[CH:38][CH:39]=1)[CH3:45], predict the reactants needed to synthesize it. (5) Given the product [CH2:6]([O:13][C@H:14]1[C@H:19]([O:20][CH2:21][C:22]2[CH:23]=[CH:24][CH:25]=[CH:26][CH:27]=2)[C@@H:18]([O:28][CH2:29][C:30]2[CH:35]=[CH:34][CH:33]=[CH:32][CH:31]=2)[C@H:17]([C:36]2[CH:41]=[CH:40][C:39]([Cl:42])=[C:38]([CH2:43][C:44]3[CH:45]=[CH:46][C:47]([O:50][CH2:51][CH3:52])=[CH:48][CH:49]=3)[CH:37]=2)[O:16][C:15]1([CH2:64][OH:62])[CH2:53][OH:54])[C:7]1[CH:8]=[CH:9][CH:10]=[CH:11][CH:12]=1, predict the reactants needed to synthesize it. The reactants are: [Cl-].CS(C)=O.[CH2:6]([O:13][C@H:14]1[C@H:19]([O:20][CH2:21][C:22]2[CH:27]=[CH:26][CH:25]=[CH:24][CH:23]=2)[C@@H:18]([O:28][CH2:29][C:30]2[CH:35]=[CH:34][CH:33]=[CH:32][CH:31]=2)[C@H:17]([C:36]2[CH:41]=[CH:40][C:39]([Cl:42])=[C:38]([CH2:43][C:44]3[CH:49]=[CH:48][C:47]([O:50][CH2:51][CH3:52])=[CH:46][CH:45]=3)[CH:37]=2)[O:16][C@@H:15]1[CH2:53][OH:54])[C:7]1[CH:12]=[CH:11][CH:10]=[CH:9][CH:8]=1.C(N(CC)CC)C.[OH-:62].[Na+].[CH2:64]=O.Cl. (6) Given the product [C:28]1([NH:34][C:35]([NH:1][CH2:2][CH2:3][C:4]([C:6]2[CH:20]=[CH:19][C:9]3[N:10]=[C:11]([NH:13][C:14]([NH:16][CH2:17][CH3:18])=[O:15])[S:12][C:8]=3[CH:7]=2)=[O:5])=[O:36])[CH:33]=[CH:32][CH:31]=[CH:30][CH:29]=1, predict the reactants needed to synthesize it. The reactants are: [NH2:1][CH2:2][CH2:3][C:4]([C:6]1[CH:20]=[CH:19][C:9]2[N:10]=[C:11]([NH:13][C:14]([NH:16][CH2:17][CH3:18])=[O:15])[S:12][C:8]=2[CH:7]=1)=[O:5].C(N(CC)CC)C.[C:28]1([N:34]=[C:35]=[O:36])[CH:33]=[CH:32][CH:31]=[CH:30][CH:29]=1. (7) The reactants are: [C:1]1([C:7]2[CH:24]=[CH:23][C:10]3[C:11]([CH:21]=[CH2:22])(O)[C:12]4[CH:19]=[CH:18][CH:17]=[CH:16][C:13]=4[CH2:14][CH2:15][C:9]=3[CH:8]=2)[CH:6]=[CH:5][CH:4]=[CH:3][CH:2]=1.[BrH:25]. Given the product [C:1]1([C:7]2[CH:24]=[CH:23][C:10]3[C:11](=[CH:21][CH2:22][Br:25])[C:12]4[CH:19]=[CH:18][CH:17]=[CH:16][C:13]=4[CH2:14][CH2:15][C:9]=3[CH:8]=2)[CH:6]=[CH:5][CH:4]=[CH:3][CH:2]=1, predict the reactants needed to synthesize it. (8) The reactants are: [OH:1][CH:2](CO)[CH2:3][C:4]1[CH:11]=[C:10]([F:12])[C:7]([C:8]#[N:9])=[C:6]([F:13])[CH:5]=1. Given the product [F:12][C:10]1[CH:11]=[C:4]([CH2:3][CH:2]=[O:1])[CH:5]=[C:6]([F:13])[C:7]=1[C:8]#[N:9], predict the reactants needed to synthesize it. (9) Given the product [CH2:16]([CH:18]([CH2:22][CH3:23])[C:19]([N:9]1[CH2:14][CH2:13][C:12](=[O:24])[CH2:11][CH2:10]1)=[O:20])[CH3:17], predict the reactants needed to synthesize it. The reactants are: C(N(CC)CC)C.Cl.[NH:9]1[CH2:14][CH2:13][CH2:12][CH2:11][C:10]1=O.[CH2:16]([CH:18]([CH2:22][CH3:23])[C:19](Cl)=[O:20])[CH3:17].[OH-:24].[K+].